From a dataset of Reaction yield outcomes from USPTO patents with 853,638 reactions. Predict the reaction yield, written as a fraction of the theoretical maximum amount of product (1.0 means a 100% yield; for example, 0.34 means a 34% yield). (1) The product is [CH3:23][S:24]([O:1][CH2:2][CH:3]1[CH2:8][CH2:7][N:6]([C:9]([O:11][C:12]([CH3:15])([CH3:14])[CH3:13])=[O:10])[CH2:5][CH2:4]1)(=[O:26])=[O:25]. The catalyst is O1CCCC1. The reactants are [OH:1][CH2:2][CH:3]1[CH2:8][CH2:7][N:6]([C:9]([O:11][C:12]([CH3:15])([CH3:14])[CH3:13])=[O:10])[CH2:5][CH2:4]1.C(N(CC)CC)C.[CH3:23][S:24](Cl)(=[O:26])=[O:25].O. The yield is 0.960. (2) The reactants are [Br:1][C:2]1[C:3]([NH:12][S:13]([C:16]2[CH:25]=[CH:24][C:19]([C:20]([O:22][CH3:23])=[O:21])=[CH:18][CH:17]=2)(=[O:15])=[O:14])=[N:4][CH:5]=[C:6]([C:8]([F:11])([F:10])[F:9])[CH:7]=1.Br[CH2:27][C:28]1[CH:33]=[CH:32][CH:31]=[CH:30][CH:29]=1.C([O-])([O-])=O.[Cs+].[Cs+].[Na+].[I-]. The catalyst is CN(C=O)C.CCOC(C)=O. The product is [CH2:27]([N:12]([C:3]1[C:2]([Br:1])=[CH:7][C:6]([C:8]([F:11])([F:9])[F:10])=[CH:5][N:4]=1)[S:13]([C:16]1[CH:25]=[CH:24][C:19]([C:20]([O:22][CH3:23])=[O:21])=[CH:18][CH:17]=1)(=[O:15])=[O:14])[C:28]1[CH:33]=[CH:32][CH:31]=[CH:30][CH:29]=1. The yield is 0.450. (3) The reactants are [CH3:1][C:2]1[C:6]([CH2:7][N:8]2[CH:12]=[C:11]([N:13]3[CH2:17][CH2:16][NH:15][C:14]3=[O:18])[CH:10]=[N:9]2)=[C:5]([CH3:19])[O:4][N:3]=1.[H-].[Na+].[CH2:22](Br)[C:23]1[CH:28]=[CH:27][CH:26]=[CH:25][CH:24]=1. The catalyst is CN(C=O)C. The product is [CH2:22]([N:15]1[CH2:16][CH2:17][N:13]([C:11]2[CH:10]=[N:9][N:8]([CH2:7][C:6]3[C:2]([CH3:1])=[N:3][O:4][C:5]=3[CH3:19])[CH:12]=2)[C:14]1=[O:18])[C:23]1[CH:28]=[CH:27][CH:26]=[CH:25][CH:24]=1. The yield is 0.310. (4) The reactants are [CH3:1][C:2]1[CH:3]=[C:4](B(O)O)[CH:5]=[CH:6][CH:7]=1.[F-].[Cs+].[CH3:13][C:14]([C:16]1[CH:21]=[CH:20][C:19](Cl)=[CH:18][CH:17]=1)=[O:15]. The catalyst is C([O-])(=O)C.[Pd+2].C([O-])(=O)C.CC1C=CC=C(C)C=1NCCCCCC.O1CCOCC1. The product is [CH3:1][C:2]1[CH:3]=[C:4]([C:19]2[CH:20]=[CH:21][C:16]([C:14](=[O:15])[CH3:13])=[CH:17][CH:18]=2)[CH:5]=[CH:6][CH:7]=1. The yield is 0.930. (5) The reactants are [C:1]([O:5][C:6]([N:8]1[CH2:11][CH:10]([NH:12][C:13]2[CH:14]=[C:15]3[C:24](=[CH:25][C:26]=2[C:27]([F:30])([F:29])[F:28])[O:23][CH2:22][C:21]2[N:16]3[CH:17]([CH3:40])[C:18](=[O:39])[N:19](COCC[Si](C)(C)C)[N:20]=2)[CH2:9]1)=[O:7])([CH3:4])([CH3:3])[CH3:2].CCCC[N+](CCCC)(CCCC)CCCC.[F-]. The catalyst is C1COCC1. The product is [C:1]([O:5][C:6]([N:8]1[CH2:9][CH:10]([NH:12][C:13]2[CH:14]=[C:15]3[C:24](=[CH:25][C:26]=2[C:27]([F:29])([F:28])[F:30])[O:23][CH2:22][C:21]2[N:16]3[C@@H:17]([CH3:40])[C:18](=[O:39])[NH:19][N:20]=2)[CH2:11]1)=[O:7])([CH3:4])([CH3:2])[CH3:3].[C:1]([O:5][C:6]([N:8]1[CH2:9][CH:10]([NH:12][C:13]2[CH:14]=[C:15]3[C:24](=[CH:25][C:26]=2[C:27]([F:29])([F:28])[F:30])[O:23][CH2:22][C:21]2[N:16]3[C@H:17]([CH3:40])[C:18](=[O:39])[NH:19][N:20]=2)[CH2:11]1)=[O:7])([CH3:4])([CH3:2])[CH3:3]. The yield is 0.220. (6) The reactants are Br[C:2]1[CH:3]=[CH:4][C:5]2[S:9][C:8]([CH2:10][O:11][C:12]3[C:13]([F:22])=[C:14]([C:19]([NH2:21])=[O:20])[C:15]([F:18])=[CH:16][CH:17]=3)=[N:7][C:6]=2[CH:23]=1.[N:24]1[CH:29]=[CH:28][C:27](B(O)O)=[CH:26][CH:25]=1.C([O-])([O-])=O.[Na+].[Na+]. The catalyst is O1CCOCC1.C1C=CC([P]([Pd]([P](C2C=CC=CC=2)(C2C=CC=CC=2)C2C=CC=CC=2)([P](C2C=CC=CC=2)(C2C=CC=CC=2)C2C=CC=CC=2)[P](C2C=CC=CC=2)(C2C=CC=CC=2)C2C=CC=CC=2)(C2C=CC=CC=2)C2C=CC=CC=2)=CC=1.O. The product is [F:22][C:13]1[C:12]([O:11][CH2:10][C:8]2[S:9][C:5]3[CH:4]=[CH:3][C:2]([C:27]4[CH:28]=[CH:29][N:24]=[CH:25][CH:26]=4)=[CH:23][C:6]=3[N:7]=2)=[CH:17][CH:16]=[C:15]([F:18])[C:14]=1[C:19]([NH2:21])=[O:20]. The yield is 0.280.